From a dataset of Full USPTO retrosynthesis dataset with 1.9M reactions from patents (1976-2016). Predict the reactants needed to synthesize the given product. Given the product [CH3:39][O:38][CH2:37][CH2:36][CH2:35][N:31]1[C:30]2[CH:40]=[C:26]([CH2:25][O:24][C@@H:9]3[C@@:8]4([C:41]5[C:4](=[CH:3][C:2]([C:45]#[N:47])=[CH:43][CH:42]=5)[CH2:5][CH2:6][O:7]4)[CH2:13][CH2:12][N:11]([S:14]([C:17]4[CH:22]=[CH:21][C:20]([CH3:23])=[CH:19][CH:18]=4)(=[O:16])=[O:15])[CH2:10]3)[CH:27]=[CH:28][C:29]=2[O:34][CH2:33][CH2:32]1, predict the reactants needed to synthesize it. The reactants are: Cl[C:2]1[CH:3]=[C:4]2[C:41](=[CH:42][CH:43]=1)[C@:8]1([CH2:13][CH2:12][N:11]([S:14]([C:17]3[CH:22]=[CH:21][C:20]([CH3:23])=[CH:19][CH:18]=3)(=[O:16])=[O:15])[CH2:10][C@@H:9]1[O:24][CH2:25][C:26]1[CH:27]=[CH:28][C:29]3[O:34][CH2:33][CH2:32][N:31]([CH2:35][CH2:36][CH2:37][O:38][CH3:39])[C:30]=3[CH:40]=1)[O:7][CH2:6][CH2:5]2.C[C:45]([N:47](C)C)=O.